This data is from Forward reaction prediction with 1.9M reactions from USPTO patents (1976-2016). The task is: Predict the product of the given reaction. (1) Given the reactants [F:1][C:2]1[CH:3]=[C:4]([C:8]2[C:12]3=[N:13][C:14]([NH2:17])=[CH:15][CH:16]=[C:11]3[N:10](C(C3C=CC=CC=3)(C3C=CC=CC=3)C3C=CC=CC=3)[N:9]=2)[CH:5]=[CH:6][CH:7]=1.FC(F)(F)C(O)=O, predict the reaction product. The product is: [F:1][C:2]1[CH:3]=[C:4]([C:8]2[C:12]3=[N:13][C:14]([NH2:17])=[CH:15][CH:16]=[C:11]3[NH:10][N:9]=2)[CH:5]=[CH:6][CH:7]=1. (2) Given the reactants [Cl:1][C:2]1[CH:25]=[CH:24][C:5]([CH2:6][N:7]2[C:15]3[C:10](=[CH:11][C:12]([CH:16]=[C:17]4[S:21][C:20](=[O:22])[NH:19][C:18]4=[O:23])=[CH:13][CH:14]=3)[CH:9]=[N:8]2)=[C:4]([C:26]([F:29])([F:28])[F:27])[CH:3]=1.[C:30]([O:34][C:35]([N:37]1[CH2:42][CH2:41][C:40]([F:45])([CH2:43]O)[CH2:39][CH2:38]1)=[O:36])([CH3:33])([CH3:32])[CH3:31], predict the reaction product. The product is: [C:30]([O:34][C:35]([N:37]1[CH2:42][CH2:41][C:40]([CH2:43][N:19]2[C:18](=[O:23])[C:17](=[CH:16][C:12]3[CH:11]=[C:10]4[C:15](=[CH:14][CH:13]=3)[N:7]([CH2:6][C:5]3[CH:24]=[CH:25][C:2]([Cl:1])=[CH:3][C:4]=3[C:26]([F:27])([F:29])[F:28])[N:8]=[CH:9]4)[S:21][C:20]2=[O:22])([F:45])[CH2:39][CH2:38]1)=[O:36])([CH3:33])([CH3:31])[CH3:32]. (3) Given the reactants [Si:1]([O:8][CH2:9][C@@H:10]([N:16]([CH3:29])[C:17]([NH:19][CH2:20][C:21]1[CH:26]=[CH:25][CH:24]=[C:23]([F:27])[C:22]=1[Cl:28])=[O:18])[CH2:11][CH2:12][C:13](O)=[O:14])([C:4]([CH3:7])([CH3:6])[CH3:5])([CH3:3])[CH3:2].CN(C(ON1N=NC2C=CC=CC1=2)=[N+](C)C)C.F[P-](F)(F)(F)(F)F.[C:54]([N:61]1[CH2:66][CH2:65][NH:64][CH2:63][CH2:62]1)([O:56][C:57]([CH3:60])([CH3:59])[CH3:58])=[O:55].CCN(C(C)C)C(C)C, predict the reaction product. The product is: [Si:1]([O:8][CH2:9][C@@H:10]([N:16]([CH3:29])[C:17]([NH:19][CH2:20][C:21]1[CH:26]=[CH:25][CH:24]=[C:23]([F:27])[C:22]=1[Cl:28])=[O:18])[CH2:11][CH2:12][C:13]([N:64]1[CH2:63][CH2:62][N:61]([C:54]([O:56][C:57]([CH3:60])([CH3:59])[CH3:58])=[O:55])[CH2:66][CH2:65]1)=[O:14])([C:4]([CH3:5])([CH3:7])[CH3:6])([CH3:2])[CH3:3]. (4) Given the reactants [C:1]([O:5][C:6]([N:8]1[CH2:13][CH2:12][C:11]([C:15]2[S:16][C:17]([CH2:20]Cl)=[CH:18][N:19]=2)([F:14])[CH2:10][CH2:9]1)=[O:7])([CH3:4])([CH3:3])[CH3:2].[CH3:22][S:23]([C:26]1[CH:31]=[CH:30][C:29]([OH:32])=[CH:28][CH:27]=1)(=[O:25])=[O:24].C([O-])([O-])=O.[K+].[K+], predict the reaction product. The product is: [C:1]([O:5][C:6]([N:8]1[CH2:13][CH2:12][C:11]([F:14])([C:15]2[S:16][C:17]([CH2:20][O:32][C:29]3[CH:28]=[CH:27][C:26]([S:23]([CH3:22])(=[O:25])=[O:24])=[CH:31][CH:30]=3)=[CH:18][N:19]=2)[CH2:10][CH2:9]1)=[O:7])([CH3:4])([CH3:3])[CH3:2]. (5) Given the reactants [N:1]1([CH2:7][CH2:8][CH2:9]O)[CH2:6][CH2:5][O:4][CH2:3][CH2:2]1.C1(P(C2C=CC=CC=2)C2C=CC=CC=2)C=CC=CC=1.C(Br)(Br)(Br)[Br:31], predict the reaction product. The product is: [Br:31][CH2:9][CH2:8][CH2:7][N:1]1[CH2:6][CH2:5][O:4][CH2:3][CH2:2]1. (6) Given the reactants Br[CH2:2][C:3]1[S:4][C:5]2[CH:11]=[C:10]([O:12][C:13]([F:16])([F:15])[F:14])[CH:9]=[CH:8][C:6]=2[N:7]=1.[CH2:17]([NH2:20])[C:18]#[CH:19], predict the reaction product. The product is: [F:14][C:13]([F:16])([F:15])[O:12][C:10]1[CH:9]=[CH:8][C:6]2[N:7]=[C:3]([CH2:2][NH:20][CH2:17][C:18]#[CH:19])[S:4][C:5]=2[CH:11]=1.